From a dataset of Forward reaction prediction with 1.9M reactions from USPTO patents (1976-2016). Predict the product of the given reaction. (1) Given the reactants [CH2:1]([C:8]1[CH:9]=[N:10][C:11]2[C:16]([C:17]=1[C:18]1[CH:19]=[C:20]([OH:24])[CH:21]=[CH:22][CH:23]=1)=[CH:15][CH:14]=[CH:13][C:12]=2[C:25]([F:28])([F:27])[F:26])[C:2]1[CH:7]=[CH:6][CH:5]=[CH:4][CH:3]=1.[Cl:29][C:30]1[CH:35]=[CH:34][CH:33]=[CH:32][C:31]=1[CH:36](O)[CH3:37], predict the reaction product. The product is: [CH2:1]([C:8]1[CH:9]=[N:10][C:11]2[C:16]([C:17]=1[C:18]1[CH:23]=[CH:22][CH:21]=[C:20]([O:24][CH:36]([C:31]3[CH:32]=[CH:33][CH:34]=[CH:35][C:30]=3[Cl:29])[CH3:37])[CH:19]=1)=[CH:15][CH:14]=[CH:13][C:12]=2[C:25]([F:28])([F:26])[F:27])[C:2]1[CH:3]=[CH:4][CH:5]=[CH:6][CH:7]=1. (2) Given the reactants [H-].[Na+].[C:3]([O:11]CC)(=[O:10])[CH2:4][C:5](OCC)=O.[F:14][C:15]1[CH:20]=[CH:19][C:18]([N+:21]([O-:23])=[O:22])=C(F)[C:16]=1[F:25], predict the reaction product. The product is: [F:25][C:16]1[C:15]([F:14])=[CH:20][CH:19]=[C:18]([N+:21]([O-:23])=[O:22])[C:5]=1[CH2:4][C:3]([OH:11])=[O:10]. (3) Given the reactants [CH3:1][CH:2](O)[CH3:3].[H][H].[CH3:7][CH2:8][CH2:9][CH2:10]CC, predict the reaction product. The product is: [CH4:1].[CH3:7][CH3:8].[CH3:1][CH2:2][CH3:3].[CH3:7][CH2:8][CH2:9][CH3:10].